From a dataset of Full USPTO retrosynthesis dataset with 1.9M reactions from patents (1976-2016). Predict the reactants needed to synthesize the given product. (1) Given the product [CH2:99]([N:106]1[CH2:111][CH2:110][N:41]([C:39]([C:36]2[NH:35][C:34]([C:22]3[C:21]4[C:25](=[CH:26][CH:27]=[C:19]([C:16]5[C:17]([CH3:18])=[C:12]([CH2:11][N:3]([CH2:1][CH3:2])[C:4](=[O:10])[O:5][C:6]([CH3:9])([CH3:8])[CH3:7])[CH:13]=[N:14][CH:15]=5)[CH:20]=4)[N:24]([CH:28]4[CH2:33][CH2:32][CH2:31][CH2:30][O:29]4)[N:23]=3)=[N:38][CH:37]=2)=[O:40])[CH2:108][CH2:107]1)[C:100]1[CH:105]=[CH:104][CH:103]=[CH:102][CH:101]=1, predict the reactants needed to synthesize it. The reactants are: [CH2:1]([N:3]([CH2:11][C:12]1[CH:13]=[N:14][CH:15]=[C:16]([C:19]2[CH:20]=[C:21]3[C:25](=[CH:26][CH:27]=2)[N:24]([CH:28]2[CH2:33][CH2:32][CH2:31][CH2:30][O:29]2)[N:23]=[C:22]3[C:34]2[NH:35][C:36]([C:39]([NH:41]CC3C=NC=CC=3)=[O:40])=[CH:37][N:38]=2)[C:17]=1[CH3:18])[C:4](=[O:10])[O:5][C:6]([CH3:9])([CH3:8])[CH3:7])[CH3:2].C(OC(N(CC1C(C)=C(C2C=C3C(=CC=2)N(C2CCCCO2)N=C3C2NC(C(O)=O)=CN=2)C=NC=1)CC)=O)(C)(C)C.C(N(C(C)C)CC)(C)C.[CH2:99]([N:106]1[CH2:111][CH2:110]N[CH2:108][CH2:107]1)[C:100]1[CH:105]=[CH:104][CH:103]=[CH:102][CH:101]=1.CN(C(ON1N=NC2C=CC=NC1=2)=[N+](C)C)C.F[P-](F)(F)(F)(F)F. (2) Given the product [C@@H:1]1([N:10]2[CH:17]=[CH:16][C:14]([NH:15][C:18](=[O:20])[CH3:19])=[N:13][C:11]2=[O:12])[O:7][C@H:6]([CH2:8][OH:9])[C@@H:4]([OH:5])[C@@H:2]1[OH:3], predict the reactants needed to synthesize it. The reactants are: [C@@H:1]1([N:10]2[CH:17]=[CH:16][C:14]([NH2:15])=[N:13][C:11]2=[O:12])[O:7][C@H:6]([CH2:8][OH:9])[C@@H:4]([OH:5])[C@@H:2]1[OH:3].[C:18](OC(=O)C)(=[O:20])[CH3:19]. (3) The reactants are: CCN(C(C)C)C(C)C.[Cl:10][C:11]1[CH:12]=[N:13][N:14]([CH3:24])[C:15]=1[N:16]1[CH:20]=[C:19]([C:21]([OH:23])=O)[N:18]=[CH:17]1.[NH2:25][C@@H:26]([CH2:39][C:40]1[CH:45]=[CH:44][C:43]([F:46])=[C:42]([F:47])[CH:41]=1)[CH2:27][N:28]1[C:36](=[O:37])[C:35]2[C:30](=[CH:31][CH:32]=[CH:33][CH:34]=2)[C:29]1=[O:38].C1CN([P+](Br)(N2CCCC2)N2CCCC2)CC1.F[P-](F)(F)(F)(F)F. Given the product [Cl:10][C:11]1[CH:12]=[N:13][N:14]([CH3:24])[C:15]=1[N:16]1[CH:20]=[C:19]([C:21]([NH:25][C@H:26]([CH2:27][N:28]2[C:29](=[O:38])[C:30]3[C:35](=[CH:34][CH:33]=[CH:32][CH:31]=3)[C:36]2=[O:37])[CH2:39][C:40]2[CH:45]=[CH:44][C:43]([F:46])=[C:42]([F:47])[CH:41]=2)=[O:23])[N:18]=[CH:17]1, predict the reactants needed to synthesize it. (4) Given the product [CH3:10][N:2]([CH3:1])[C:3](=[O:9])[C:4](=[O:6])[CH2:14][C:13](=[O:15])[C:12]([CH3:17])([CH3:16])[CH3:11], predict the reactants needed to synthesize it. The reactants are: [CH3:1][N:2]([CH3:10])[C:3](=[O:9])[C:4]([O:6]CC)=O.[CH3:11][C:12]([CH3:17])([CH3:16])[C:13](=[O:15])[CH3:14].CC(C)([O-])C.[K+].C(O)(=O)C. (5) Given the product [Br:1][C:2]1[N:3]2[C:4]([N:17]=[N:14][C:13]3[CH:12]=[CH:11][C:10]([O:15][CH3:16])=[N:9][C:8]=32)=[C:5]([CH3:7])[N:6]=1, predict the reactants needed to synthesize it. The reactants are: [Br:1][C:2]1[N:3]([C:8]2[C:13]([NH2:14])=[CH:12][CH:11]=[C:10]([O:15][CH3:16])[N:9]=2)[CH:4]=[C:5]([CH3:7])[N:6]=1.[N:17]([O-])=O.[Na+]. (6) The reactants are: [CH3:1][C:2]1[CH:14]=[CH:13][C:5]2[S:6][C:7]([S:9](Cl)(=[O:11])=[O:10])=[CH:8][C:4]=2[CH:3]=1.[O-:15][C:16]#[N:17].[Na+].N1C=CC=CC=1.Br.[NH2:26][C:27]1[S:28][C:29]([Br:32])=[CH:30][N:31]=1. Given the product [Br:32][C:29]1[S:28][C:27]([NH:26][C:16]([NH:17][S:9]([C:7]2[S:6][C:5]3[CH:13]=[CH:14][C:2]([CH3:1])=[CH:3][C:4]=3[CH:8]=2)(=[O:11])=[O:10])=[O:15])=[N:31][CH:30]=1, predict the reactants needed to synthesize it. (7) The reactants are: [OH:1][C:2]1[CH:7]=[CH:6][C:5]([C:8]2[C:9](=[O:23])[C:10]([CH3:22])([CH3:21])[O:11][C:12]=2[C:13]2[CH:18]=[CH:17][C:16]([O:19][CH3:20])=[CH:15][CH:14]=2)=[CH:4][CH:3]=1.C(=O)([O-])[O-].[Cs+].[Cs+].CN(C=O)C.Cl[CH2:36][C:37]1[CH:42]=[CH:41][C:40]([CH3:43])=[CH:39][N:38]=1. Given the product [CH3:20][O:19][C:16]1[CH:17]=[CH:18][C:13]([C:12]2[O:11][C:10]([CH3:21])([CH3:22])[C:9](=[O:23])[C:8]=2[C:5]2[CH:4]=[CH:3][C:2]([O:1][CH2:36][C:37]3[CH:42]=[CH:41][C:40]([CH3:43])=[CH:39][N:38]=3)=[CH:7][CH:6]=2)=[CH:14][CH:15]=1, predict the reactants needed to synthesize it.